From a dataset of Full USPTO retrosynthesis dataset with 1.9M reactions from patents (1976-2016). Predict the reactants needed to synthesize the given product. (1) Given the product [CH2:13]([C:12]1[N:11]([C@@H:7]2[C:8]3[C:4](=[CH:3][C:94]([C:89]4[CH:90]=[CH:91][CH:92]=[CH:93][C:88]=4[C:52]4[N:48]([C:29]([C:69]5[CH:70]=[CH:71][CH:72]=[CH:73][CH:74]=5)([C:36]5[CH:37]=[CH:38][CH:39]=[CH:40][CH:41]=5)[C:30]5[CH:35]=[CH:34][CH:33]=[CH:32][CH:31]=5)[N:49]=[N:50][N:51]=4)=[CH:95][CH:9]=3)[CH2:5][CH2:6]2)[C:17]2=[N:18][C:19]([C:23](=[O:27])[CH:24]([CH3:25])[CH3:26])=[CH:20][C:21]([CH3:22])=[C:16]2[N:15]=1)[CH3:14], predict the reactants needed to synthesize it. The reactants are: BrC1[CH:3]=[C:4]2[C:8](=[CH:9]C=1)[C@@H:7]([NH:11][C:12](=[N:15][C:16]1[C:17](Cl)=[N:18][C:19]([C:23](=[O:27])[CH:24]([CH3:26])[CH3:25])=[CH:20][C:21]=1[CH3:22])[CH2:13][CH3:14])[CH2:6][CH2:5]2.[C:29]([N:48]1[C:52](B(O)O)=[N:51][N:50]=[N:49]1)(C1C=CC=CC=1)([C:36]1[CH:41]=[CH:40][CH:39]=[CH:38][CH:37]=1)[C:30]1[CH:35]=[CH:34][CH:33]=[CH:32][CH:31]=1.C1(P([C:69]2[CH:74]=[CH:73][CH:72]=[CH:71][CH:70]=2)C2C=CC=CC=2)C=CC=CC=1.C(=O)([O-])[O-].[K+].[K+].C1(P(C2CCCCC2)[C:88]2[CH:93]=[CH:92][CH:91]=[CH:90][C:89]=2[C:94]2C(OC)=CC=C[C:95]=2OC)CCCCC1. (2) Given the product [Br:13][C:14]1[CH:20]=[CH:19][C:17]([S:11][CH3:12])=[C:16]([N+:21]([O-:23])=[O:22])[CH:15]=1, predict the reactants needed to synthesize it. The reactants are: N(OCCC(C)C)=O.CS[S:11][CH3:12].[Br:13][C:14]1[CH:20]=[CH:19][C:17](N)=[C:16]([N+:21]([O-:23])=[O:22])[CH:15]=1. (3) Given the product [NH2:1][C:4]1[CH:34]=[CH:33][C:7]([C:8]([NH:10][C:11]2[CH:32]=[CH:31][C:14]3[N:15]([CH:18]([C:25]4[CH:26]=[CH:27][CH:28]=[CH:29][CH:30]=4)[CH2:19][C:20]([O:22][CH2:23][CH3:24])=[O:21])[CH:16]=[N:17][C:13]=3[CH:12]=2)=[O:9])=[CH:6][CH:5]=1, predict the reactants needed to synthesize it. The reactants are: [N+:1]([C:4]1[CH:34]=[CH:33][C:7]([C:8]([NH:10][C:11]2[CH:32]=[CH:31][C:14]3[N:15]([CH:18]([C:25]4[CH:30]=[CH:29][CH:28]=[CH:27][CH:26]=4)[CH2:19][C:20]([O:22][CH2:23][CH3:24])=[O:21])[CH:16]=[N:17][C:13]=3[CH:12]=2)=[O:9])=[CH:6][CH:5]=1)([O-])=O.C([O-])=O.[NH4+].